From a dataset of Forward reaction prediction with 1.9M reactions from USPTO patents (1976-2016). Predict the product of the given reaction. (1) Given the reactants [CH3:1][O:2][C:3]([C:5]12[CH2:14][CH:9]3[CH2:10][CH:11]([CH2:13][C:7]([C:15]([NH:17][C@@H:18]([CH2:26][CH:27]4[CH2:32][CH2:31][CH:30]([O:33][C:34]([N:36]([CH3:38])[CH3:37])=[O:35])[CH2:29][CH2:28]4)[C:19]([O:21]C(C)(C)C)=[O:20])=[O:16])([CH2:8]3)[CH2:6]1)[CH2:12]2)=[O:4], predict the reaction product. The product is: [CH3:1][O:2][C:3]([C:5]12[CH2:12][CH:11]3[CH2:10][CH:9]([CH2:8][C:7]([C:15]([NH:17][C@@H:18]([CH2:26][CH:27]4[CH2:28][CH2:29][CH:30]([O:33][C:34]([N:36]([CH3:38])[CH3:37])=[O:35])[CH2:31][CH2:32]4)[C:19]([OH:21])=[O:20])=[O:16])([CH2:13]3)[CH2:6]1)[CH2:14]2)=[O:4]. (2) Given the reactants [Cl:1][C:2]1[CH:11]=[CH:10][CH:9]=[C:8]([N:12]([CH3:27])[C:13](=[O:26])[CH2:14][C:15]([N:17]([CH2:24][CH3:25])[C:18]2[CH:23]=[CH:22][CH:21]=[CH:20][CH:19]=2)=[O:16])[C:3]=1[C:4]([O:6]C)=O.[O-]CC.[Na+].O.Cl, predict the reaction product. The product is: [CH3:25][CH2:24][N:17]([C:15]([C:14]1[C:13](=[O:26])[N:12]([CH3:27])[C:8]2[CH:9]=[CH:10][CH:11]=[C:2]([Cl:1])[C:3]=2[C:4]=1[OH:6])=[O:16])[C:18]1[CH:23]=[CH:22][CH:21]=[CH:20][CH:19]=1.